Task: Predict the reactants needed to synthesize the given product.. Dataset: Full USPTO retrosynthesis dataset with 1.9M reactions from patents (1976-2016) Given the product [Cl:20][C:21]1[CH:22]=[CH:23][C:24]2[C:30]3[N:18]=[C:17]([NH:16][C:10]4[CH:11]=[CH:12][C:13]([O:14][CH3:15])=[C:8]([O:7][CH3:6])[CH:9]=4)[N:19]=[CH:32][C:29]=3[CH2:28][C:27](=[O:36])[N:26]([CH2:37][CH2:38][CH2:39][N:40]3[C:41](=[O:50])[C:42]4[C:47](=[CH:46][CH:45]=[CH:44][CH:43]=4)[C:48]3=[O:49])[C:25]=2[CH:51]=1, predict the reactants needed to synthesize it. The reactants are: C([O-])(O)=O.[Na+].[CH3:6][O:7][C:8]1[CH:9]=[C:10]([NH:16][C:17]([NH2:19])=[NH:18])[CH:11]=[CH:12][C:13]=1[O:14][CH3:15].[Cl:20][C:21]1[CH:22]=[CH:23][C:24]2[C:30](=O)[C:29](=[CH:32]N(C)C)[CH2:28][C:27](=[O:36])[N:26]([CH2:37][CH2:38][CH2:39][N:40]3[C:48](=[O:49])[C:47]4[C:42](=[CH:43][CH:44]=[CH:45][CH:46]=4)[C:41]3=[O:50])[C:25]=2[CH:51]=1.